This data is from Full USPTO retrosynthesis dataset with 1.9M reactions from patents (1976-2016). The task is: Predict the reactants needed to synthesize the given product. (1) Given the product [C:1]([O:5][C:6]([N:8]1[CH2:13][CH2:12][O:11][CH:10]([CH2:14][O:15][CH2:16][C:17]2[CH:18]=[CH:19][N:20]3[C:25]=2[C:24]([NH:43][C:42]2[CH:44]=[CH:45][C:46]([F:47])=[C:40]([Cl:39])[CH:41]=2)=[N:23][CH:22]=[N:21]3)[CH2:9]1)=[O:7])([CH3:4])([CH3:3])[CH3:2], predict the reactants needed to synthesize it. The reactants are: [C:1]([O:5][C:6]([N:8]1[CH2:13][CH2:12][O:11][CH:10]([CH2:14][O:15][CH2:16][C:17]2[CH:18]=[CH:19][N:20]3[C:25]=2[C:24](SC)=[N:23][CH:22]=[N:21]3)[CH2:9]1)=[O:7])([CH3:4])([CH3:3])[CH3:2].C1C=C(Cl)C=C(C(OO)=O)C=1.[Cl:39][C:40]1[CH:41]=[C:42]([CH:44]=[CH:45][C:46]=1[F:47])[NH2:43]. (2) The reactants are: [CH3:1][C:2]([N:5]1[C:10]([OH:11])=[C:9]([C:12]([NH:14][CH2:15][C:16]([O:18]CC)=[O:17])=[O:13])[C:8](=[O:21])[N:7]([CH2:22][C:23]2[CH:28]=[CH:27][C:26]([C:29]([CH3:32])([CH3:31])[CH3:30])=[CH:25][CH:24]=2)[C:6]1=[O:33])([CH3:4])[CH3:3].[OH-].[Na+]. Given the product [CH3:4][C:2]([N:5]1[C:10]([OH:11])=[C:9]([C:12]([NH:14][CH2:15][C:16]([OH:18])=[O:17])=[O:13])[C:8](=[O:21])[N:7]([CH2:22][C:23]2[CH:24]=[CH:25][C:26]([C:29]([CH3:32])([CH3:31])[CH3:30])=[CH:27][CH:28]=2)[C:6]1=[O:33])([CH3:1])[CH3:3], predict the reactants needed to synthesize it. (3) The reactants are: Br.C[O:3][C:4]1[CH:5]=[C:6]([C:10]2[CH:11]=[CH:12][C:13]3[C:17]([C:18]4[CH:19]=[N:20][CH:21]=[CH:22][CH:23]=4)=[CH:16][S:15][C:14]=3[CH:24]=2)[CH:7]=[CH:8][CH:9]=1.[OH-].[Na+].C(=O)(O)[O-].[Na+]. Given the product [N:20]1[CH:21]=[CH:22][CH:23]=[C:18]([C:17]2[C:13]3[CH:12]=[CH:11][C:10]([C:6]4[CH:5]=[C:4]([OH:3])[CH:9]=[CH:8][CH:7]=4)=[CH:24][C:14]=3[S:15][CH:16]=2)[CH:19]=1, predict the reactants needed to synthesize it. (4) Given the product [CH3:7][C:8]1[CH:13]=[C:12]([C:14]2[O:18][N:17]=[C:16]([C:19]3[CH:27]=[CH:26][C:22]([C:23]([NH:41][CH2:40][C:39]([O:38][CH3:37])=[O:42])=[O:24])=[C:21]([F:28])[CH:20]=3)[N:15]=2)[CH:11]=[CH:10][C:9]=1[C:29]1[CH:34]=[CH:33][CH:32]=[CH:31][C:30]=1[CH3:35], predict the reactants needed to synthesize it. The reactants are: C(Cl)(=O)C(Cl)=O.[CH3:7][C:8]1[CH:13]=[C:12]([C:14]2[O:18][N:17]=[C:16]([C:19]3[CH:27]=[CH:26][C:22]([C:23](O)=[O:24])=[C:21]([F:28])[CH:20]=3)[N:15]=2)[CH:11]=[CH:10][C:9]=1[C:29]1[CH:34]=[CH:33][CH:32]=[CH:31][C:30]=1[CH3:35].Cl.[CH3:37][O:38][C:39](=[O:42])[CH2:40][NH2:41].CCN(C(C)C)C(C)C.